Dataset: Catalyst prediction with 721,799 reactions and 888 catalyst types from USPTO. Task: Predict which catalyst facilitates the given reaction. (1) Reactant: [F:1][C:2]([F:38])([F:37])[C:3]1[CH:32]=[C:31]([C:33]([F:36])([F:35])[F:34])[CH:30]=[CH:29][C:4]=1[CH2:5][N:6]1[C:14]2[C:9](=[CH:10][C:11]([CH:15]=[C:16]3[S:20][C:19]([N:21]([CH3:27])[CH:22]4[CH2:26][CH2:25][NH:24][CH2:23]4)=[N:18][C:17]3=[O:28])=[CH:12][CH:13]=2)[CH:8]=[N:7]1.C(=O)([O-])[O-].[K+].[K+].Br[CH2:46][C:47]([NH2:49])=[O:48]. Product: [F:38][C:2]([F:37])([F:1])[C:3]1[CH:32]=[C:31]([C:33]([F:36])([F:34])[F:35])[CH:30]=[CH:29][C:4]=1[CH2:5][N:6]1[C:14]2[C:9](=[CH:10][C:11]([CH:15]=[C:16]3[S:20][C:19]([N:21]([CH3:27])[C@@H:22]4[CH2:26][CH2:25][N:24]([CH2:46][C:47]([NH2:49])=[O:48])[CH2:23]4)=[N:18][C:17]3=[O:28])=[CH:12][CH:13]=2)[CH:8]=[N:7]1. The catalyst class is: 3. (2) Reactant: [CH3:1][O:2][C:3]1[C:8]([CH3:9])=[CH:7][C:6]([C:10]2[N:15]=[CH:14][N:13]=[C:12]([NH:16][C@@H:17]([CH2:20][O:21][CH3:22])[CH2:18][CH3:19])[C:11]=2[NH2:23])=[C:5]([CH3:24])[CH:4]=1.[C:25](OCC)(=[O:29])[C:26]([CH3:28])=O. Product: [CH3:1][O:2][C:3]1[C:8]([CH3:9])=[CH:7][C:6]([C:10]2[C:11]3[N:23]=[C:26]([CH3:28])[C:25](=[O:29])[N:16]([C@@H:17]([CH2:20][O:21][CH3:22])[CH2:18][CH3:19])[C:12]=3[N:13]=[CH:14][N:15]=2)=[C:5]([CH3:24])[CH:4]=1. The catalyst class is: 8. (3) Reactant: [O:1]=[S:2]1(=[O:25])[CH2:7][CH2:6][N:5]([CH2:8][CH2:9][CH2:10][O:11][C:12]2[CH:21]=[C:20]3[C:15]([C:16](=O)[NH:17][CH:18]=[N:19]3)=[CH:14][C:13]=2[O:23][CH3:24])[CH2:4][CH2:3]1.S(Cl)([Cl:28])=O.CN(C=O)C. Product: [Cl:28][C:16]1[C:15]2[C:20](=[CH:21][C:12]([O:11][CH2:10][CH2:9][CH2:8][N:5]3[CH2:6][CH2:7][S:2](=[O:25])(=[O:1])[CH2:3][CH2:4]3)=[C:13]([O:23][CH3:24])[CH:14]=2)[N:19]=[CH:18][N:17]=1. The catalyst class is: 11. (4) Reactant: [NH2:1][C:2]1[CH:3]=[CH:4][CH:5]=[C:6]2[C:11]=1[N:10]=[CH:9][C:8]([S:12]([C:15]1[CH:20]=[CH:19][CH:18]=[CH:17][CH:16]=1)(=[O:14])=[O:13])=[CH:7]2.Cl.Cl[CH2:23][CH2:24][NH:25][CH2:26][CH2:27]Cl.[C:29](=O)([O-])[O-].[Na+].[Na+].C(=O)(O)[O-].[Na+].S([O-])([O-])(=O)=S.[Na+].[Na+]. Product: [CH3:29][N:25]1[CH2:26][CH2:27][N:1]([C:2]2[CH:3]=[CH:4][CH:5]=[C:6]3[C:11]=2[N:10]=[CH:9][C:8]([S:12]([C:15]2[CH:16]=[CH:17][CH:18]=[CH:19][CH:20]=2)(=[O:14])=[O:13])=[CH:7]3)[CH2:23][CH2:24]1. The catalyst class is: 107. (5) Reactant: C(Cl)(=O)C.[CH3:5][S:6]([C:9]1[CH:33]=[CH:32][C:12]([CH2:13][C:14]2[N:18]=[C:17]([CH:19]3[CH2:24][CH2:23][N:22](C(OC(C)(C)C)=O)[CH2:21][CH2:20]3)[O:16][N:15]=2)=[CH:11][CH:10]=1)(=[O:8])=[O:7]. Product: [CH3:5][S:6]([C:9]1[CH:10]=[CH:11][C:12]([CH2:13][C:14]2[N:18]=[C:17]([CH:19]3[CH2:24][CH2:23][NH:22][CH2:21][CH2:20]3)[O:16][N:15]=2)=[CH:32][CH:33]=1)(=[O:7])=[O:8]. The catalyst class is: 5.